Dataset: Forward reaction prediction with 1.9M reactions from USPTO patents (1976-2016). Task: Predict the product of the given reaction. (1) Given the reactants [Cl:1][C:2]1[CH:7]=[C:6]([Cl:8])[CH:5]=[CH:4][C:3]=1[C:9]1[N:14]=[C:13]([NH:15][CH3:16])[C:12]([C:17]#[N:18])=[CH:11][C:10]=1[C:19]1[CH:24]=[CH:23][C:22]([Cl:25])=[CH:21][CH:20]=1.C[Mg+].[Br-].[CH3:29][CH:30]([CH3:35])[CH2:31][C:32](Cl)=[O:33], predict the reaction product. The product is: [Cl:1][C:2]1[CH:7]=[C:6]([Cl:8])[CH:5]=[CH:4][C:3]=1[C:9]1[N:14]=[C:13]([N:15]([CH3:16])[C:32](=[O:33])[CH2:31][CH:30]([CH3:35])[CH3:29])[C:12]([C:17]#[N:18])=[CH:11][C:10]=1[C:19]1[CH:24]=[CH:23][C:22]([Cl:25])=[CH:21][CH:20]=1. (2) Given the reactants [CH2:1]([O:8][C:9]1[CH:16]=[CH:15][CH:14]=[CH:13][C:10]=1[CH:11]=O)[C:2]1[CH:7]=[CH:6][CH:5]=[CH:4][CH:3]=1.[NH2:17][C:18]1[CH:22]=[CH:21][NH:20][N:19]=1.O=[C:24]([CH2:31][CH2:32][CH3:33])[CH2:25][C:26]([O:28][CH2:29][CH3:30])=[O:27], predict the reaction product. The product is: [CH2:1]([O:8][C:9]1[CH:16]=[CH:15][CH:14]=[CH:13][C:10]=1[CH:11]1[C:25]([C:26]([O:28][CH2:29][CH3:30])=[O:27])=[C:24]([CH2:31][CH2:32][CH3:33])[NH:17][C:18]2=[N:19][NH:20][CH:21]=[C:22]12)[C:2]1[CH:7]=[CH:6][CH:5]=[CH:4][CH:3]=1. (3) Given the reactants [CH2:1]([O:3][C:4]1[CH:11]=[CH:10][CH:9]=[CH:8][C:5]=1[C:6]#[N:7])[CH3:2].[NH4+:12].[Cl-].C[Al](C)C, predict the reaction product. The product is: [CH2:1]([O:3][C:4]1[CH:11]=[CH:10][CH:9]=[CH:8][C:5]=1[C:6]([NH2:12])=[NH:7])[CH3:2]. (4) Given the reactants [O:1]1[C:6]2[CH:7]=[CH:8][CH:9]=[CH:10][C:5]=2[O:4][CH2:3][CH:2]1[CH2:11][O:12][C:13]1[C:22]2[C:17](=[CH:18][CH:19]=[CH:20][CH:21]=2)[CH:16]=[CH:15][C:14]=1[C:23](O)=[O:24].ON1C2C=CC=CC=2N=N1.Cl.C(N=C=NCCCN(C)C)C.C(N(CC)C(C)C)(C)C.Cl.[CH3:58][O:59][C:60]([C:62]1([NH2:67])[CH2:66][CH2:65][CH2:64][CH2:63]1)=[O:61], predict the reaction product. The product is: [CH3:58][O:59][C:60]([C:62]1([NH:67][C:23]([C:14]2[CH:15]=[CH:16][C:17]3[C:22](=[CH:21][CH:20]=[CH:19][CH:18]=3)[C:13]=2[O:12][CH2:11][CH:2]2[O:1][C:6]3[CH:7]=[CH:8][CH:9]=[CH:10][C:5]=3[O:4][CH2:3]2)=[O:24])[CH2:66][CH2:65][CH2:64][CH2:63]1)=[O:61]. (5) Given the reactants [Cl:1][C:2]1[CH:3]=[C:4]([CH:8]=[CH:9][CH:10]=1)[C:5](Cl)=[O:6].Cl.[CH3:12][N:13]1[CH2:18][CH2:17][N:16]([C:19]2[CH:24]=[C:23]([C:25]3[CH:34]=[C:33]4[C:28]([CH2:29][CH2:30][NH:31][CH2:32]4)=[CH:27][CH:26]=3)[N:22]=[C:21]([NH2:35])[N:20]=2)[CH2:15][CH2:14]1, predict the reaction product. The product is: [Cl:1][C:2]1[CH:3]=[C:4]([CH:8]=[CH:9][CH:10]=1)[C:5]([N:31]1[CH2:30][CH2:29][C:28]2[C:33](=[CH:34][C:25]([C:23]3[CH:24]=[C:19]([N:16]4[CH2:15][CH2:14][N:13]([CH3:12])[CH2:18][CH2:17]4)[N:20]=[C:21]([NH2:35])[N:22]=3)=[CH:26][CH:27]=2)[CH2:32]1)=[O:6].